This data is from Full USPTO retrosynthesis dataset with 1.9M reactions from patents (1976-2016). The task is: Predict the reactants needed to synthesize the given product. (1) Given the product [CH3:44][N:45]1[CH:49]=[C:48]([C:2]2[N:7]=[C:6]3[N:8]([CH2:11][C:12]4[CH:17]=[CH:16][CH:15]=[C:14]([C:18]5[N:19]=[CH:20][C:21]([O:24][CH2:25][CH2:26][N:27]6[CH2:28][CH2:29][O:30][CH2:31][CH2:32]6)=[CH:22][N:23]=5)[CH:13]=4)[N:9]=[N:10][C:5]3=[N:4][CH:3]=2)[CH:47]=[N:46]1, predict the reactants needed to synthesize it. The reactants are: Br[C:2]1[N:7]=[C:6]2[N:8]([CH2:11][C:12]3[CH:17]=[CH:16][CH:15]=[C:14]([C:18]4[N:23]=[CH:22][C:21]([O:24][CH2:25][CH2:26][N:27]5[CH2:32][CH2:31][O:30][CH2:29][CH2:28]5)=[CH:20][N:19]=4)[CH:13]=3)[N:9]=[N:10][C:5]2=[N:4][CH:3]=1.O.O.O.P([O-])([O-])([O-])=O.[K+].[K+].[K+].[CH3:44][N:45]1[CH:49]=[C:48](B2OC(C)(C)C(C)(C)O2)[CH:47]=[N:46]1. (2) Given the product [Br:1][C:2]1[CH:3]=[C:4]([NH:5][CH:12]=[C:13]([C:14]([O:16][CH2:17][CH3:18])=[O:15])[C:19]([O:21][CH2:22][CH3:23])=[O:20])[CH:6]=[CH:7][CH:8]=1, predict the reactants needed to synthesize it. The reactants are: [Br:1][C:2]1[CH:3]=[C:4]([CH:6]=[CH:7][CH:8]=1)[NH2:5].C(O[CH:12]=[C:13]([C:19]([O:21][CH2:22][CH3:23])=[O:20])[C:14]([O:16][CH2:17][CH3:18])=[O:15])C. (3) Given the product [Cl:1][C:2]1[CH:26]=[C:25]([Cl:27])[CH:24]=[CH:23][C:3]=1[C:4]([NH:6][C:7]1[CH:12]=[C:11]([O:13][CH2:14][CH2:15][O:16][CH3:17])[CH:10]=[CH:9][C:8]=1/[CH:18]=[CH:19]/[C:20](=[O:21])[NH:61][S:58]([CH2:53][CH2:54][CH2:55][CH2:56][CH3:57])(=[O:60])=[O:59])=[O:5], predict the reactants needed to synthesize it. The reactants are: [Cl:1][C:2]1[CH:26]=[C:25]([Cl:27])[CH:24]=[CH:23][C:3]=1[C:4]([NH:6][C:7]1[CH:12]=[C:11]([O:13][CH2:14][CH2:15][O:16][CH3:17])[CH:10]=[CH:9][C:8]=1/[CH:18]=[CH:19]/[C:20](O)=[O:21])=[O:5].CC1C=CC=C([N+]([O-])=O)C=1C(OC(=O)C1C([N+]([O-])=O)=CC=CC=1C)=O.[CH2:53]([S:58]([NH2:61])(=[O:60])=[O:59])[CH2:54][CH2:55][CH2:56][CH3:57].[Cl-].[NH4+]. (4) Given the product [CH3:11][O:10][C@H:4]([CH2:5][C:6]([OH:8])=[O:7])[C:3]([OH:12])=[O:2], predict the reactants needed to synthesize it. The reactants are: C[O:2][C:3](=[O:12])[C@H:4]([O:10][CH3:11])[CH2:5][C:6]([O:8]C)=[O:7]. (5) Given the product [CH2:53]([N:55]1[CH2:59][CH2:58][CH2:57][C@H:56]1[C:60]([CH:2]([NH2:1])[C:3]1[CH:8]=[C:7]([F:9])[CH:6]=[CH:5][C:4]=1[S:10]([NH:13][C:14]1[C:23]([C:24]([O:26][CH3:27])=[O:25])=[C:22]2[C:17]([CH:18]3[CH2:28][CH:19]3[CH2:20][O:21]2)=[CH:16][CH:15]=1)(=[O:11])=[O:12])=[O:61])[CH3:54], predict the reactants needed to synthesize it. The reactants are: [NH2:1][CH2:2][C:3]1[CH:8]=[C:7]([F:9])[CH:6]=[CH:5][C:4]=1[S:10]([NH:13][C:14]1[C:23]([C:24]([O:26][CH3:27])=[O:25])=[C:22]2[C:17]([CH:18]3[CH2:28][CH:19]3[CH2:20][O:21]2)=[CH:16][CH:15]=1)(=[O:12])=[O:11].CN(C(ON1N=NC2C=CC=NC1=2)=[N+](C)C)C.F[P-](F)(F)(F)(F)F.[CH2:53]([N:55]1[CH2:59][CH2:58][CH2:57][C@H:56]1[C:60](O)=[O:61])[CH3:54].C(N(C(C)C)CC)(C)C. (6) Given the product [Cl:1][C:2]1[CH:7]=[CH:6][CH:5]=[CH:4][C:3]=1[CH:8]([C:20]1[CH:33]=[CH:32][C:23]([C:24]([NH:26][CH2:27][C:28]([F:30])([F:29])[F:31])=[O:25])=[C:22]([F:34])[CH:21]=1)[CH2:9]/[C:10](=[N:36]\[OH:37])/[C:12]1[CH:17]=[CH:16][C:15](=[O:18])[N:14]([CH3:19])[CH:13]=1, predict the reactants needed to synthesize it. The reactants are: [Cl:1][C:2]1[CH:7]=[CH:6][CH:5]=[CH:4][C:3]=1[CH:8]([C:20]1[CH:33]=[CH:32][C:23]([C:24]([NH:26][CH2:27][C:28]([F:31])([F:30])[F:29])=[O:25])=[C:22]([F:34])[CH:21]=1)[CH2:9][C:10]([C:12]1[CH:17]=[CH:16][C:15](=[O:18])[N:14]([CH3:19])[CH:13]=1)=O.Cl.[NH2:36][OH:37].C([O-])(O)=O.[Na+].